This data is from Forward reaction prediction with 1.9M reactions from USPTO patents (1976-2016). The task is: Predict the product of the given reaction. (1) The product is: [NH2:1][C:4]1[CH:5]=[CH:6][C:7]([C:10]2[N:15]=[C:14]3[N:16]([CH2:19][C:20]([F:22])([F:23])[F:21])[N:17]=[CH:18][C:13]3=[C:12]([N:24]3[CH2:31][CH:30]4[O:32][CH:26]([CH2:27][N:28]([C:33]([O:35][C:36]([CH3:39])([CH3:38])[CH3:37])=[O:34])[CH2:29]4)[CH2:25]3)[N:11]=2)=[CH:8][CH:9]=1. Given the reactants [N+:1]([C:4]1[CH:9]=[CH:8][C:7]([C:10]2[N:15]=[C:14]3[N:16]([CH2:19][C:20]([F:23])([F:22])[F:21])[N:17]=[CH:18][C:13]3=[C:12]([N:24]3[CH2:31][CH:30]4[O:32][CH:26]([CH2:27][N:28]([C:33]([O:35][C:36]([CH3:39])([CH3:38])[CH3:37])=[O:34])[CH2:29]4)[CH2:25]3)[N:11]=2)=[CH:6][CH:5]=1)([O-])=O, predict the reaction product. (2) Given the reactants I[C:2]1[CH:3]=[C:4]([CH:8]([N:10]([O:22][CH3:23])[C:11]([C:13]2[C:14]([CH:19]([F:21])[F:20])=[N:15][N:16]([CH3:18])[CH:17]=2)=[O:12])[CH3:9])[CH:5]=[CH:6][CH:7]=1.[Cl:24][C:25]1[CH:30]=[CH:29][C:28](B(O)O)=[CH:27][CH:26]=1.C(=O)([O-])[O-].[K+].[K+], predict the reaction product. The product is: [Cl:24][C:25]1[CH:30]=[CH:29][C:28]([C:2]2[CH:7]=[CH:6][CH:5]=[C:4]([CH:8]([N:10]([O:22][CH3:23])[C:11]([C:13]3[C:14]([CH:19]([F:21])[F:20])=[N:15][N:16]([CH3:18])[CH:17]=3)=[O:12])[CH3:9])[CH:3]=2)=[CH:27][CH:26]=1. (3) Given the reactants [C:1]([O:5][C:6]([NH:8][CH:9]1[C:18]2[C:13](=[C:14]([CH3:22])[C:15]([C:19]([OH:21])=O)=[CH:16][CH:17]=2)[S:12][CH2:11][CH2:10]1)=[O:7])([CH3:4])([CH3:3])[CH3:2].[NH2:23][C:24]1[CH:29]=[CH:28][N:27]=[CH:26][CH:25]=1.[I-].ClC1C=CC=C[N+]=1C, predict the reaction product. The product is: [C:1]([O:5][C:6]([NH:8][CH:9]1[C:18]2[C:13](=[C:14]([CH3:22])[C:15]([C:19]([NH:23][C:24]3[CH:29]=[CH:28][N:27]=[CH:26][CH:25]=3)=[O:21])=[CH:16][CH:17]=2)[S:12][CH2:11][CH2:10]1)=[O:7])([CH3:4])([CH3:3])[CH3:2]. (4) Given the reactants [Cl:1][C:2]1[CH:3]=[C:4]([C:9]2([C:29]([F:32])([F:31])[F:30])[O:13][N:12]=[C:11]([C:14]3[CH:27]=[CH:26][C:17]([C:18]([NH:20][C:21]([NH:23][CH2:24][CH3:25])=[O:22])=[O:19])=[C:16]([CH3:28])[CH:15]=3)[CH2:10]2)[CH:5]=[C:6]([Cl:8])[CH:7]=1.C[Si](C)(C)N[Si](C)(C)C.[Li].Cl[C:44]([O:46][CH3:47])=[O:45], predict the reaction product. The product is: [Cl:1][C:2]1[CH:3]=[C:4]([C:9]2([C:29]([F:30])([F:32])[F:31])[O:13][N:12]=[C:11]([C:14]3[CH:27]=[CH:26][C:17]([C:18]([NH:20][C:21]([N:23]([CH2:24][CH3:25])[C:44]([O:46][CH3:47])=[O:45])=[O:22])=[O:19])=[C:16]([CH3:28])[CH:15]=3)[CH2:10]2)[CH:5]=[C:6]([Cl:8])[CH:7]=1.